The task is: Regression. Given a peptide amino acid sequence and an MHC pseudo amino acid sequence, predict their binding affinity value. This is MHC class II binding data.. This data is from Peptide-MHC class II binding affinity with 134,281 pairs from IEDB. (1) The peptide sequence is PCREQDELIGRGRVS. The MHC is HLA-DQA10103-DQB10603 with pseudo-sequence HLA-DQA10103-DQB10603. The binding affinity (normalized) is 0. (2) The peptide sequence is EPAYFATAESVRDHL. The MHC is HLA-DPA10103-DPB10401 with pseudo-sequence HLA-DPA10103-DPB10401. The binding affinity (normalized) is 0.0474. (3) The peptide sequence is LKRMAVSGDDCVVRP. The MHC is DRB1_1101 with pseudo-sequence DRB1_1101. The binding affinity (normalized) is 0.553.